Dataset: Forward reaction prediction with 1.9M reactions from USPTO patents (1976-2016). Task: Predict the product of the given reaction. The product is: [C:1]1([S:11]([C:14]2[C:22]3[C:17](=[CH:18][CH:19]=[C:20]([CH:23]([OH:24])[CH3:25])[CH:21]=3)[NH:16][N:15]=2)(=[O:13])=[O:12])[C:10]2[C:5](=[CH:6][CH:7]=[CH:8][CH:9]=2)[CH:4]=[CH:3][CH:2]=1. Given the reactants [C:1]1([S:11]([C:14]2[C:22]3[C:17](=[CH:18][CH:19]=[C:20]([CH:23]=[O:24])[CH:21]=3)[NH:16][N:15]=2)(=[O:13])=[O:12])[C:10]2[C:5](=[CH:6][CH:7]=[CH:8][CH:9]=2)[CH:4]=[CH:3][CH:2]=1.[CH3:25][Mg+].[Br-].Cl, predict the reaction product.